Dataset: Peptide-MHC class I binding affinity with 185,985 pairs from IEDB/IMGT. Task: Regression. Given a peptide amino acid sequence and an MHC pseudo amino acid sequence, predict their binding affinity value. This is MHC class I binding data. (1) The peptide sequence is RRVSGCVSV. The MHC is HLA-B07:02 with pseudo-sequence HLA-B07:02. The binding affinity (normalized) is 0.0847. (2) The peptide sequence is DPPFQWMGY. The MHC is Mamu-A2201 with pseudo-sequence Mamu-A2201. The binding affinity (normalized) is 0. (3) The peptide sequence is LMLKATLLCV. The MHC is HLA-A02:06 with pseudo-sequence HLA-A02:06. The binding affinity (normalized) is 0.616. (4) The peptide sequence is FKRKGGIGGY. The MHC is HLA-B07:02 with pseudo-sequence HLA-B07:02. The binding affinity (normalized) is 0. (5) The peptide sequence is FRHSVVVPY. The MHC is HLA-A26:02 with pseudo-sequence HLA-A26:02. The binding affinity (normalized) is 0.0847. (6) The peptide sequence is SSDSGSGFWKAL. The MHC is Mamu-B3901 with pseudo-sequence Mamu-B3901. The binding affinity (normalized) is 0.451. (7) The peptide sequence is ELENKKVEYV. The MHC is HLA-A02:06 with pseudo-sequence HLA-A02:06. The binding affinity (normalized) is 0.